From a dataset of Full USPTO retrosynthesis dataset with 1.9M reactions from patents (1976-2016). Predict the reactants needed to synthesize the given product. (1) Given the product [CH3:1][O:2][C:3]1[CH:11]=[CH:10][C:9]([C:12]2[CH:13]=[C:14]3[C:19](=[CH:20][CH:21]=2)[N:18]=[CH:17][N:16]=[C:15]3[C:22]2[CH:27]=[CH:26][CH:25]=[C:24]([C:28]([N:30]3[CH2:31][CH2:32][N:33]([CH3:36])[CH2:34][CH2:35]3)=[O:29])[CH:23]=2)=[CH:8][C:4]=1[C:5]([N:38]([CH3:39])[CH3:37])=[O:7], predict the reactants needed to synthesize it. The reactants are: [CH3:1][O:2][C:3]1[CH:11]=[CH:10][C:9]([C:12]2[CH:13]=[C:14]3[C:19](=[CH:20][CH:21]=2)[N:18]=[CH:17][N:16]=[C:15]3[C:22]2[CH:27]=[CH:26][CH:25]=[C:24]([C:28]([N:30]3[CH2:35][CH2:34][N:33]([CH3:36])[CH2:32][CH2:31]3)=[O:29])[CH:23]=2)=[CH:8][C:4]=1[C:5]([OH:7])=O.[CH3:37][N:38](C(ON1N=NC2C=CC=CC1=2)=[N+](C)C)[CH3:39].F[P-](F)(F)(F)(F)F.CCN(C(C)C)C(C)C.CNC.C1COCC1. (2) Given the product [CH:1]1([CH2:7][CH2:8][CH2:9][C@@H:10]([C:15]2[O:19][N:18]=[C:17]([CH3:20])[N:16]=2)[CH2:11][C:12]([NH:34][OH:35])=[O:13])[CH2:6][CH2:5][CH2:4][CH2:3][CH2:2]1, predict the reactants needed to synthesize it. The reactants are: [CH:1]1([CH2:7][CH2:8][CH2:9][C@@H:10]([C:15]2[O:19][N:18]=[C:17]([CH3:20])[N:16]=2)[CH2:11][C:12](O)=[O:13])[CH2:6][CH2:5][CH2:4][CH2:3][CH2:2]1.C(N1C=CN=C1)(N1C=CN=C1)=O.Cl.[NH2:34][OH:35]. (3) The reactants are: [Cl:1][C:2]1[CH:7]=[CH:6][C:5]([C:8]2[N:12]([CH:13]3[CH2:15][CH2:14]3)[C:11](=[O:16])[N:10]([CH2:17][C:18](O)=[O:19])[N:9]=2)=[CH:4][CH:3]=1.[F:21][C:22]([F:34])([F:33])[C:23]1[CH:24]=[C:25]([C:29]([NH2:32])([CH3:31])[CH3:30])[CH:26]=[CH:27][CH:28]=1.C1C=CC2N(O)N=NC=2C=1.CCN=C=NCCCN(C)C.Cl. Given the product [Cl:1][C:2]1[CH:3]=[CH:4][C:5]([C:8]2[N:12]([CH:13]3[CH2:15][CH2:14]3)[C:11](=[O:16])[N:10]([CH2:17][C:18]([NH:32][C:29]([CH3:31])([C:25]3[CH:26]=[CH:27][CH:28]=[C:23]([C:22]([F:21])([F:33])[F:34])[CH:24]=3)[CH3:30])=[O:19])[N:9]=2)=[CH:6][CH:7]=1, predict the reactants needed to synthesize it.